This data is from Full USPTO retrosynthesis dataset with 1.9M reactions from patents (1976-2016). The task is: Predict the reactants needed to synthesize the given product. (1) Given the product [CH2:14]([N:16]1[CH2:17][CH2:18][C:19]([C:38]2[CH:43]=[CH:42][C:41]([F:44])=[CH:40][CH:39]=2)([CH2:22][N:23]([CH3:1])[C:24]([C:26]2[C:35]3[C:30](=[CH:31][CH:32]=[CH:33][CH:34]=3)[CH:29]=[C:28]([C:36]#[N:37])[CH:27]=2)=[O:25])[CH2:20][CH2:21]1)[CH3:15], predict the reactants needed to synthesize it. The reactants are: [C:1]([O-])(=O)CC(CC([O-])=O)(C([O-])=O)O.[CH2:14]([N:16]1[CH2:21][CH2:20][C:19]([C:38]2[CH:43]=[CH:42][C:41]([F:44])=[CH:40][CH:39]=2)([CH2:22][NH:23][C:24]([C:26]2[C:35]3[C:30](=[CH:31][CH:32]=[CH:33][CH:34]=3)[CH:29]=[C:28]([C:36]#[N:37])[CH:27]=2)=[O:25])[CH2:18][CH2:17]1)[CH3:15]. (2) The reactants are: [CH3:1][C:2]1[CH:3]=[CH:4][C:5]([N:8]2[C:16]3[C:11](=[CH:12][C:13]([N+:17]([O-])=O)=[CH:14][CH:15]=3)[CH:10]=[N:9]2)=[N:6][CH:7]=1.CC1C=CC(N2C=C3C(C=CC([N+]([O-])=O)=C3)=N2)=NC=1. Given the product [CH3:1][C:2]1[CH:3]=[CH:4][C:5]([N:8]2[C:16]3[C:11](=[CH:12][C:13]([NH2:17])=[CH:14][CH:15]=3)[CH2:10][NH:9]2)=[N:6][CH:7]=1, predict the reactants needed to synthesize it. (3) Given the product [Br:1][C:2]1[CH:9]=[C:8]([F:10])[C:5](/[CH:6]=[CH:13]/[C:14]([O:16][CH2:17][CH3:18])=[O:15])=[C:4]([F:11])[CH:3]=1, predict the reactants needed to synthesize it. The reactants are: [Br:1][C:2]1[CH:9]=[C:8]([F:10])[C:5]([CH:6]=O)=[C:4]([F:11])[CH:3]=1.Br[CH2:13][C:14]([O:16][CH2:17][CH3:18])=[O:15]. (4) The reactants are: Br[C:2]1[CH:3]=[N:4][C:5]2[C:10]([CH:11]=1)=[CH:9][C:8]([NH2:12])=[CH:7][CH:6]=2.[CH3:13][O-:14].[Na+]. Given the product [CH3:13][O:14][C:2]1[CH:3]=[N:4][C:5]2[C:10]([CH:11]=1)=[CH:9][C:8]([NH2:12])=[CH:7][CH:6]=2, predict the reactants needed to synthesize it. (5) Given the product [C:40]([N:37]1[CH2:38][CH2:39][N:34]([C:31]2[CH:32]=[CH:33][C:28]([NH:27][C:22]3[N:21]=[C:20]([N:17]4[CH2:16][CH2:15][CH:14]([NH:13][C:4](=[O:6])[CH2:3][C:1]#[N:2])[CH2:19][CH2:18]4)[C:25]([F:26])=[CH:24][N:23]=3)=[CH:29][CH:30]=2)[CH2:35][CH2:36]1)(=[O:42])[CH3:41], predict the reactants needed to synthesize it. The reactants are: [C:1]([CH2:3][C:4]([OH:6])=O)#[N:2].C(Cl)(=O)C(Cl)=O.[NH2:13][CH:14]1[CH2:19][CH2:18][N:17]([C:20]2[C:25]([F:26])=[CH:24][N:23]=[C:22]([NH:27][C:28]3[CH:33]=[CH:32][C:31]([N:34]4[CH2:39][CH2:38][N:37]([C:40](=[O:42])[CH3:41])[CH2:36][CH2:35]4)=[CH:30][CH:29]=3)[N:21]=2)[CH2:16][CH2:15]1. (6) Given the product [ClH:32].[ClH:40].[NH2:1][C:2]1[CH:10]=[CH:9][C:8]([S:11]([C:14]2[CH:15]=[CH:16][C:17]([CH2:20][CH2:21][NH:22][CH2:23][C@@H:24]([C:26]3[CH:31]=[CH:30][CH:29]=[C:28]([Cl:32])[CH:27]=3)[OH:25])=[CH:18][CH:19]=2)(=[O:13])=[O:12])=[CH:7][C:3]=1[C:4]([OH:6])=[O:5], predict the reactants needed to synthesize it. The reactants are: [NH2:1][C:2]1[CH:10]=[CH:9][C:8]([S:11]([C:14]2[CH:19]=[CH:18][C:17]([CH2:20][CH2:21][N:22](C(OC(C)(C)C)=O)[CH2:23][C@@H:24]([C:26]3[CH:31]=[CH:30][CH:29]=[C:28]([Cl:32])[CH:27]=3)[OH:25])=[CH:16][CH:15]=2)(=[O:13])=[O:12])=[CH:7][C:3]=1[C:4]([OH:6])=[O:5].[ClH:40].